Dataset: Reaction yield outcomes from USPTO patents with 853,638 reactions. Task: Predict the reaction yield, written as a fraction of the theoretical maximum amount of product (1.0 means a 100% yield; for example, 0.34 means a 34% yield). The reactants are [CH3:1][NH:2][CH2:3][CH2:4][OH:5].[CH:6]1([C:9]2[N:14]=[C:13]([C:15]([NH:17][C:18]3[CH:26]=[N:25][CH:24]=[CH:23][C:19]=3[C:20]([OH:22])=O)=[O:16])[C:12]([NH:27][C:28]3[CH:29]=[N:30][CH:31]=[N:32][CH:33]=3)=[CH:11][CH:10]=2)[CH2:8][CH2:7]1. No catalyst specified. The product is [OH:5][CH2:4][CH2:3][N:2]([CH3:1])[C:20]([C:19]1[CH:23]=[CH:24][N:25]=[CH:26][C:18]=1[NH:17][C:15]([C:13]1[C:12]([NH:27][C:28]2[CH:33]=[N:32][CH:31]=[N:30][CH:29]=2)=[CH:11][CH:10]=[C:9]([CH:6]2[CH2:7][CH2:8]2)[N:14]=1)=[O:16])=[O:22]. The yield is 0.320.